This data is from Full USPTO retrosynthesis dataset with 1.9M reactions from patents (1976-2016). The task is: Predict the reactants needed to synthesize the given product. (1) Given the product [CH:1]1([CH:7]([O:35][CH3:36])[C:8]2[CH:30]=[CH:29][C:28]([C:31]([F:32])([F:33])[F:34])=[CH:27][C:9]=2[CH2:10][N:11]([CH2:12][C:13]2[CH:14]=[C:15]([C:23]([F:26])([F:25])[F:24])[CH:16]=[C:17]([C:19]([F:20])([F:21])[F:22])[CH:18]=2)[C:38]#[N:37])[CH2:6][CH2:5][CH2:4][CH2:3][CH2:2]1, predict the reactants needed to synthesize it. The reactants are: [CH:1]1([CH:7]([O:35][CH3:36])[C:8]2[CH:30]=[CH:29][C:28]([C:31]([F:34])([F:33])[F:32])=[CH:27][C:9]=2[CH2:10][NH:11][CH2:12][C:13]2[CH:18]=[C:17]([C:19]([F:22])([F:21])[F:20])[CH:16]=[C:15]([C:23]([F:26])([F:25])[F:24])[CH:14]=2)[CH2:6][CH2:5][CH2:4][CH2:3][CH2:2]1.[N:37]#[C:38]Br.C(#N)C. (2) The reactants are: [C:1]([N:20]1[CH:24]=[C:23]([C:25]([OH:27])=O)[N:22]=[CH:21]1)([C:14]1[CH:19]=[CH:18][CH:17]=[CH:16][CH:15]=1)([C:8]1[CH:13]=[CH:12][CH:11]=[CH:10][CH:9]=1)[C:2]1[CH:7]=[CH:6][CH:5]=[CH:4][CH:3]=1.CCN=C=NCCCN(C)C.C(N(CCCC)CCCC)CCC.Cl.[CH3:53][NH:54][O:55][CH3:56]. Given the product [O:55]([N:54]([CH3:53])[C:25]([C:23]1[N:22]=[CH:21][N:20]([C:1]([C:2]2[CH:7]=[CH:6][CH:5]=[CH:4][CH:3]=2)([C:8]2[CH:9]=[CH:10][CH:11]=[CH:12][CH:13]=2)[C:14]2[CH:15]=[CH:16][CH:17]=[CH:18][CH:19]=2)[CH:24]=1)=[O:27])[CH3:56], predict the reactants needed to synthesize it. (3) Given the product [CH3:9][C:8]1[CH2:7][CH:6]([C:10]([O:12][CH2:13][CH3:14])=[O:11])[CH2:5][C:4]=1[CH3:3], predict the reactants needed to synthesize it. The reactants are: [Cl-].[Li+].[CH3:3][C:4]1[CH2:5][C:6](C(OCC)=O)([C:10]([O:12][CH2:13][CH3:14])=[O:11])[CH2:7][C:8]=1[CH3:9]. (4) Given the product [CH3:9][O:8][C:4]1[CH:3]=[C:2]([N:10]2[C:18]3[C:13](=[CH:14][CH:15]=[CH:16][C:17]=3[CH2:19][N:20]3[CH2:21][CH2:22][CH:23]([C:26]4[CH:27]=[C:28]([NH:32][C:33](=[O:37])[CH:34]([CH3:35])[CH3:36])[CH:29]=[CH:30][CH:31]=4)[CH2:24][CH2:25]3)[CH:12]=[CH:11]2)[CH:7]=[CH:6][CH:5]=1, predict the reactants needed to synthesize it. The reactants are: I[C:2]1[CH:7]=[CH:6][CH:5]=[C:4]([O:8][CH3:9])[CH:3]=1.[NH:10]1[C:18]2[C:13](=[CH:14][CH:15]=[CH:16][C:17]=2[CH2:19][N:20]2[CH2:25][CH2:24][CH:23]([C:26]3[CH:27]=[C:28]([NH:32][C:33](=[O:37])[CH:34]([CH3:36])[CH3:35])[CH:29]=[CH:30][CH:31]=3)[CH2:22][CH2:21]2)[CH:12]=[CH:11]1. (5) Given the product [Cl:1][C:2]1[C:3]([NH:10][CH2:11][C:12]2[CH:17]=[CH:16][C:15]([O:18][C:22]3[CH:23]=[CH:24][C:25]4[N:26]([C:28]([N+:31]([O-:33])=[O:32])=[CH:29][N:30]=4)[N:27]=3)=[C:14]([O:19][CH3:20])[CH:13]=2)=[N:4][C:5]([CH3:9])=[N:6][C:7]=1[CH3:8], predict the reactants needed to synthesize it. The reactants are: [Cl:1][C:2]1[C:3]([NH:10][CH2:11][C:12]2[CH:17]=[CH:16][C:15]([OH:18])=[C:14]([O:19][CH3:20])[CH:13]=2)=[N:4][C:5]([CH3:9])=[N:6][C:7]=1[CH3:8].Cl[C:22]1[CH:23]=[CH:24][C:25]2[N:26]([C:28]([N+:31]([O-:33])=[O:32])=[CH:29][N:30]=2)[N:27]=1.C(=O)([O-])[O-].[K+].[K+]. (6) Given the product [ClH:18].[C:23]([C:22]1[CH:25]=[CH:26][C:19]([C:11]2[C:10]3[C:14](=[CH:15][CH:16]=[C:8]([C:6]([NH:5][CH2:4][CH2:3][O:2][CH3:1])=[O:7])[CH:9]=3)[NH:13][C:12]=2[OH:17])=[N:20][CH:21]=1)#[N:24], predict the reactants needed to synthesize it. The reactants are: [CH3:1][O:2][CH2:3][CH2:4][NH:5][C:6]([C:8]1[CH:9]=[C:10]2[C:14](=[CH:15][CH:16]=1)[NH:13][C:12](=[O:17])[CH2:11]2)=[O:7].[Cl:18][C:19]1[CH:26]=[CH:25][C:22]([C:23]#[N:24])=[CH:21][N:20]=1.